From a dataset of Reaction yield outcomes from USPTO patents with 853,638 reactions. Predict the reaction yield, written as a fraction of the theoretical maximum amount of product (1.0 means a 100% yield; for example, 0.34 means a 34% yield). (1) The yield is 0.870. No catalyst specified. The product is [NH2:15][C:14]1[C:5]([C:3]([OH:4])=[O:2])=[CH:6][C:7]2[N:11]=[CH:10][N:9]([CH3:12])[C:8]=2[C:13]=1[Cl:16]. The reactants are C[O:2][C:3]([C:5]1[C:14]([NH2:15])=[C:13]([Cl:16])[C:8]2[N:9]([CH3:12])[CH:10]=[N:11][C:7]=2[CH:6]=1)=[O:4].[OH-].[Na+]. (2) The catalyst is O. The yield is 0.560. The reactants are S(O)(O)(=O)=O.[CH:6]1[C:22]2[CH2:21][C@H:20]3[N:23]([CH2:25][CH2:26][C@@:12]45[C@H:19]3[CH:18]=[CH:17][C@H:15]([OH:16])[C@@H:13]4[O:14][C:10]([C:11]=25)=[C:8]([OH:9])[CH:7]=1)[CH3:24].C([O-])([O-])=O.[K+].[K+].C(Cl)Cl.Cl. The product is [CH:6]1[C:22]2[CH2:21][C@H:20]3[N:23]([CH2:25][CH2:26][C@@:12]45[C@H:19]3[CH:18]=[CH:17][C@H:15]([OH:16])[C@@H:13]4[O:14][C:10]([C:11]=25)=[C:8]([OH:9])[CH:7]=1)[CH3:24]. (3) The reactants are [C:1]([C:3]1[CH:8]=[CH:7][CH:6]=[CH:5][C:4]=1[C:9]1[CH:14]=[CH:13][C:12]([CH2:15][C:16]2[C:17](=[O:32])[N:18]([CH2:28][C:29](O)=[O:30])[C:19]3[N:20]([N:25]=[CH:26][N:27]=3)[C:21]=2[CH2:22][CH2:23][CH3:24])=[CH:11][CH:10]=1)#[N:2].[NH4+].O[N:35]1C2C=CC=CC=2N=N1.Cl.C(N=C=NCCCN(C)C)C.CN(C)C=O. The catalyst is C(OCC)(=O)C. The product is [C:1]([C:3]1[CH:8]=[CH:7][CH:6]=[CH:5][C:4]=1[C:9]1[CH:10]=[CH:11][C:12]([CH2:15][C:16]2[C:17](=[O:32])[N:18]([CH2:28][C:29]([NH2:35])=[O:30])[C:19]3[N:20]([N:25]=[CH:26][N:27]=3)[C:21]=2[CH2:22][CH2:23][CH3:24])=[CH:13][CH:14]=1)#[N:2]. The yield is 1.00. (4) The reactants are Br[C:2]1[C:3](=[O:13])[O:4][C:5]2[C:10]([CH:11]=1)=[CH:9][CH:8]=[CH:7][C:6]=2[Cl:12].C([Sn](CCCC)(CCCC)[C:19]1[S:20][CH:21]=[CH:22][N:23]=1)CCC. The catalyst is O1CCOCC1.C1C=CC([P]([Pd]([P](C2C=CC=CC=2)(C2C=CC=CC=2)C2C=CC=CC=2)([P](C2C=CC=CC=2)(C2C=CC=CC=2)C2C=CC=CC=2)[P](C2C=CC=CC=2)(C2C=CC=CC=2)C2C=CC=CC=2)(C2C=CC=CC=2)C2C=CC=CC=2)=CC=1. The product is [Cl:12][C:6]1[CH:7]=[CH:8][CH:9]=[C:10]2[C:5]=1[O:4][C:3](=[O:13])[C:2]([C:19]1[S:20][CH:21]=[CH:22][N:23]=1)=[CH:11]2. The yield is 0.790. (5) The reactants are [C:1]([C:4]1[N:9]=[C:8]([C:10]2[CH:15]=[CH:14][C:13]([O:16][C:17]3[CH:22]=[CH:21][C:20]([F:23])=[CH:19][CH:18]=3)=[CH:12][CH:11]=2)[N:7]=[C:6]([O:24][C@@H:25]([CH3:31])[C:26]([O:28]CC)=O)[CH:5]=1)(=[O:3])[NH2:2].CO.[NH3:34]. No catalyst specified. The product is [NH2:34][C:26](=[O:28])[C@@H:25]([O:24][C:6]1[N:7]=[C:8]([C:10]2[CH:15]=[CH:14][C:13]([O:16][C:17]3[CH:18]=[CH:19][C:20]([F:23])=[CH:21][CH:22]=3)=[CH:12][CH:11]=2)[N:9]=[C:4]([C:1]([NH2:2])=[O:3])[CH:5]=1)[CH3:31]. The yield is 0.310. (6) The reactants are [C:1]([C:3]1[CH:12]=[CH:11][C:6]([C:7]([NH:9][CH3:10])=[O:8])=[CH:5][C:4]=1[CH3:13])#N.C(O)=[O:15]. The catalyst is [Ni]. The product is [CH:1]([C:3]1[CH:12]=[CH:11][C:6]([C:7]([NH:9][CH3:10])=[O:8])=[CH:5][C:4]=1[CH3:13])=[O:15]. The yield is 0.690.